Dataset: Reaction yield outcomes from USPTO patents with 853,638 reactions. Task: Predict the reaction yield, written as a fraction of the theoretical maximum amount of product (1.0 means a 100% yield; for example, 0.34 means a 34% yield). (1) The reactants are [NH2:1][C@H:2]([C:4]1[N:9]([C:10]2[CH:15]=[CH:14][CH:13]=[CH:12][CH:11]=2)[C:8](=[O:16])[C:7]2=[C:17]([CH3:20])[CH:18]=[CH:19][N:6]2[N:5]=1)[CH3:3].Cl[C:22]1[C:27]([C:28]([NH:30][C:31]2[CH:36]=[CH:35][CH:34]=[C:33]([O:37][CH3:38])[CH:32]=2)=[O:29])=[CH:26][N:25]=[CH:24][N:23]=1.CCN(C(C)C)C(C)C.[F-].[Cs+]. The catalyst is C(O)(C)(C)C. The product is [CH3:38][O:37][C:33]1[CH:32]=[C:31]([NH:30][C:28]([C:27]2[C:26]([NH:1][C@H:2]([C:4]3[N:9]([C:10]4[CH:15]=[CH:14][CH:13]=[CH:12][CH:11]=4)[C:8](=[O:16])[C:7]4=[C:17]([CH3:20])[CH:18]=[CH:19][N:6]4[N:5]=3)[CH3:3])=[N:25][CH:24]=[N:23][CH:22]=2)=[O:29])[CH:36]=[CH:35][CH:34]=1. The yield is 0.0500. (2) The reactants are Cl[C:2]1[CH:3]=[C:4]([CH:8]=[C:9]([CH3:11])[N:10]=1)[C:5]([OH:7])=[O:6].[H-].[Na+].Cl. No catalyst specified. The product is [CH2:5]([O:6][C:2]1[CH:3]=[C:4]([CH:8]=[C:9]([CH3:11])[N:10]=1)[C:5]([OH:7])=[O:6])[CH:4]=[CH2:3]. The yield is 0.650. (3) The reactants are C(Cl)Cl.[CH:4]([O:9]C)([O:7][CH3:8])OC.[Cl:11][CH2:12][C:13]1[CH:18]=[CH:17][CH:16]=[CH:15][C:14]=1[CH2:19][C:20](OC)=[O:21]. The catalyst is [Ti](Cl)(Cl)(Cl)Cl.C(N(CC)CC)C. The product is [Cl:11][CH2:12][C:13]1[CH:18]=[CH:17][CH:16]=[CH:15][C:14]=1[C:19](=[CH:20][OH:21])[C:4]([O:7][CH3:8])=[O:9]. The yield is 0.940. (4) The reactants are [CH2:1]([O:5][C:6]([N:8]1[CH2:12][C@H:11]([S:13][C:14](=[O:16])[CH3:15])[CH2:10][C@H:9]1[CH2:17][N:18](C(OCC1C=CC=CC=1)=O)[CH2:19][C:20]1[CH:25]=[C:24]([F:26])[CH:23]=[CH:22][C:21]=1[F:27])=[O:7])[CH2:2][CH2:3][CH3:4].C([O-])(O)=O.[Na+]. The catalyst is Br.C(O)(=O)C.CCOCC. The product is [CH2:1]([O:5][C:6]([N:8]1[CH2:12][C@H:11]([S:13][C:14](=[O:16])[CH3:15])[CH2:10][C@H:9]1[CH2:17][NH:18][CH2:19][C:20]1[CH:25]=[C:24]([F:26])[CH:23]=[CH:22][C:21]=1[F:27])=[O:7])[CH2:2][CH2:3][CH3:4]. The yield is 0.350. (5) The reactants are [Cl:1][C:2]1[CH:7]=[CH:6][C:5]([NH2:8])=[C:4](I)[CH:3]=1.C(N(CC)CC)C.[C:17]([Si:19]([CH3:22])([CH3:21])[CH3:20])#[CH:18]. The catalyst is C1COCC1.O.Cl[Pd](Cl)([P](C1C=CC=CC=1)(C1C=CC=CC=1)C1C=CC=CC=1)[P](C1C=CC=CC=1)(C1C=CC=CC=1)C1C=CC=CC=1.[Cu]I. The product is [Cl:1][C:2]1[CH:7]=[CH:6][C:5]([NH:8][C:18]#[C:17][Si:19]([CH3:22])([CH3:21])[CH3:20])=[CH:4][CH:3]=1. The yield is 0.820. (6) The reactants are C([O:3][C:4]1[C:13]2[C:8](=[CH:9][C:10](OCC)=[CH:11][CH:12]=2)[CH:7]=[CH:6][CH:5]=1)C.[Na].C1(C)C=CC(S(O)(=O)=O)=CC=1. The catalyst is C(O)C.C(O)C.O.C1(C)C=CC(S(O)(=O)=O)=CC=1. The product is [C:4]1(=[O:3])[C:13]2[C:8](=[CH:9][CH:10]=[CH:11][CH:12]=2)[CH2:7][CH2:6][CH2:5]1. The yield is 0.670. (7) The reactants are [H-].[Al+3].[Li+].[H-].[H-].[H-].C[O:8][C:9]([C@H:11]1[CH2:16][CH2:15][C@H:14]([NH:17][C:18]([C:20]2[CH:21]=[CH:22][C:23]3[S:28][CH2:27][C:26](=[O:29])[NH:25][C:24]=3[CH:30]=2)=[O:19])[CH2:13][CH2:12]1)=O. The catalyst is O1CCCC1. The product is [OH:8][CH2:9][C@H:11]1[CH2:12][CH2:13][C@H:14]([NH:17][C:18]([C:20]2[CH:21]=[CH:22][C:23]3[S:28][CH2:27][C:26](=[O:29])[NH:25][C:24]=3[CH:30]=2)=[O:19])[CH2:15][CH2:16]1. The yield is 0.400.